From a dataset of Peptide-MHC class I binding affinity with 185,985 pairs from IEDB/IMGT. Regression. Given a peptide amino acid sequence and an MHC pseudo amino acid sequence, predict their binding affinity value. This is MHC class I binding data. (1) The peptide sequence is VPRLGDKTF. The MHC is HLA-B38:01 with pseudo-sequence HLA-B38:01. The binding affinity (normalized) is 0.0847. (2) The peptide sequence is RLNLKTSFH. The MHC is HLA-A30:01 with pseudo-sequence HLA-A30:01. The binding affinity (normalized) is 0.574.